Dataset: Catalyst prediction with 721,799 reactions and 888 catalyst types from USPTO. Task: Predict which catalyst facilitates the given reaction. (1) Reactant: Br[C:2]1[CH:3]=[N:4][C:5]([N:8]2[CH2:13][CH2:12][CH:11]([N:14]3[CH2:18][CH2:17][C@H:16]([NH:19][C:20]4[CH:25]=[CH:24][C:23]([S:26]([CH3:29])(=[O:28])=[O:27])=[CH:22][C:21]=4[F:30])[C:15]3=[O:31])[CH2:10][CH2:9]2)=[N:6][CH:7]=1.CC1(C)C(C)(C)OB([C:40]2[CH:41]=[N:42][N:43](C(OC(C)(C)C)=O)[CH:44]=2)O1.C([O-])([O-])=O.[Na+].[Na+]. Product: [NH:42]1[CH:41]=[C:40]([C:2]2[CH:3]=[N:4][C:5]([N:8]3[CH2:13][CH2:12][CH:11]([N:14]4[CH2:18][CH2:17][C@H:16]([NH:19][C:20]5[CH:25]=[CH:24][C:23]([S:26]([CH3:29])(=[O:28])=[O:27])=[CH:22][C:21]=5[F:30])[C:15]4=[O:31])[CH2:10][CH2:9]3)=[N:6][CH:7]=2)[CH:44]=[N:43]1. The catalyst class is: 77. (2) Reactant: F[C:2]1[C:7]([F:8])=[CH:6][CH:5]=[CH:4][C:3]=1[C:9]1[CH:18]=[CH:17][C:16]2[C:11](=[CH:12][CH:13]=[C:14]([OH:19])[CH:15]=2)[C:10]=1[C:20]([C:22]1[CH:27]=[CH:26][C:25]([O:28][CH2:29][CH2:30][N:31]2[CH2:36][CH2:35][CH2:34][CH2:33][CH2:32]2)=[CH:24][CH:23]=1)=[O:21].C([BH-](CC)CC)C.[Li+].C(O)(C)C.C(=O)(O)[O-].[Na+].C(Cl)(Cl)[Cl:55].C(O)(C)C. Product: [ClH:55].[F:8][C:7]1[CH:6]=[CH:5][CH:4]=[C:3]2[C:2]=1[O:21][CH:20]([C:22]1[CH:23]=[CH:24][C:25]([O:28][CH2:29][CH2:30][N:31]3[CH2:36][CH2:35][CH2:34][CH2:33][CH2:32]3)=[CH:26][CH:27]=1)[C:10]1[C:9]2=[CH:18][CH:17]=[C:16]2[C:11]=1[CH:12]=[CH:13][C:14]([OH:19])=[CH:15]2. The catalyst class is: 12. (3) Reactant: [F:1][C@H:2]1[C@H:6](O)[CH2:5][CH:4]([C:8]([O:10][CH3:11])=[O:9])[CH2:3]1.CCN(S(F)(F)[F:18])CC.N#N. Product: [F:1][C@H:2]1[C@@H:6]([F:18])[CH2:5][CH:4]([C:8]([O:10][CH3:11])=[O:9])[CH2:3]1. The catalyst class is: 2. (4) Reactant: C(=O)([O-])[O-].[K+].[K+].[N:7]1([CH:13]2[CH2:18][CH2:17][NH:16][CH2:15][CH2:14]2)[CH2:12][CH2:11][CH2:10][CH2:9][CH2:8]1.F[C:20]1[CH:27]=[CH:26][C:23]([C:24]#[N:25])=[CH:22][CH:21]=1. Product: [N:7]1([CH:13]2[CH2:18][CH2:17][N:16]([C:20]3[CH:27]=[CH:26][C:23]([C:24]#[N:25])=[CH:22][CH:21]=3)[CH2:15][CH2:14]2)[CH2:12][CH2:11][CH2:10][CH2:9][CH2:8]1. The catalyst class is: 16. (5) Reactant: [Br:1][C:2]1[CH:7]=[CH:6][C:5]([CH2:8][OH:9])=[CH:4][C:3]=1[CH2:10][C:11]([F:14])([F:13])[F:12].C1C=C[NH+]=CC=1.[O-][Cr](Cl)(=O)=O. Product: [Br:1][C:2]1[CH:7]=[CH:6][C:5]([CH:8]=[O:9])=[CH:4][C:3]=1[CH2:10][C:11]([F:12])([F:13])[F:14]. The catalyst class is: 4. (6) Reactant: [CH2:1]([NH:5][C:6]1[N:11]=[CH:10][C:9]([C:12]([C:14]2[C:22]3[C:17](=[N:18][CH:19]=[CH:20][CH:21]=3)[NH:16][CH:15]=2)=O)=[CH:8][CH:7]=1)[CH:2]([CH3:4])[CH3:3].NN.[OH-].[K+].O. Product: [CH2:1]([NH:5][C:6]1[CH:7]=[CH:8][C:9]([CH2:12][C:14]2[C:22]3[C:17](=[N:18][CH:19]=[CH:20][CH:21]=3)[NH:16][CH:15]=2)=[CH:10][N:11]=1)[CH:2]([CH3:4])[CH3:3]. The catalyst class is: 196. (7) Reactant: [CH2:1]([O:8][C:9]([NH:11][C@H:12]([C:24]([OH:26])=O)[CH2:13][CH2:14][CH2:15][NH:16][C:17]([O:19][C:20]([CH3:23])([CH3:22])[CH3:21])=[O:18])=[O:10])[C:2]1[CH:7]=[CH:6][CH:5]=[CH:4][CH:3]=1.[NH2:27][C@H:28]([CH2:40][C:41]([NH:43][CH2:44][C@@H:45]([NH:57][C:58]([O:60][C:61]([CH3:64])([CH3:63])[CH3:62])=[O:59])[CH2:46][CH2:47][CH2:48][NH:49][C:50]([O:52][C:53]([CH3:56])([CH3:55])[CH3:54])=[O:51])=[O:42])[CH2:29][CH2:30][CH2:31][NH:32][C:33](=[O:39])[O:34][C:35]([CH3:38])([CH3:37])[CH3:36].C(Cl)CCl.C1C=CC2N(O)N=NC=2C=1. Product: [C:61]([O:60][C:58]([NH:57][C@@H:45]([CH2:46][CH2:47][CH2:48][NH:49][C:50](=[O:51])[O:52][C:53]([CH3:56])([CH3:55])[CH3:54])[CH2:44][NH:43][C:41](=[O:42])[CH2:40][C@H:28]([CH2:29][CH2:30][CH2:31][NH:32][C:33]([O:34][C:35]([CH3:38])([CH3:36])[CH3:37])=[O:39])[NH:27][C:24](=[O:26])[C@@H:12]([NH:11][C:9](=[O:10])[O:8][CH2:1][C:2]1[CH:3]=[CH:4][CH:5]=[CH:6][CH:7]=1)[CH2:13][CH2:14][CH2:15][NH:16][C:17]([O:19][C:20]([CH3:21])([CH3:22])[CH3:23])=[O:18])=[O:59])([CH3:62])([CH3:63])[CH3:64]. The catalyst class is: 9. (8) Reactant: Cl.[NH2:2][CH2:3][C:4]([C:6]1[CH:11]=[CH:10][CH:9]=[CH:8][CH:7]=1)=[O:5].[CH3:12][C:13]1[NH:14][C:15]2[CH:21]=[C:20]([C:22](O)=[O:23])[CH:19]=[CH:18][C:16]=2[N:17]=1.C(N(CC)C(C)C)(C)C. Product: [CH3:12][C:13]1[NH:14][C:15]2[CH:21]=[C:20]([C:22]([NH:2][CH2:3][C:4](=[O:5])[C:6]3[CH:11]=[CH:10][CH:9]=[CH:8][CH:7]=3)=[O:23])[CH:19]=[CH:18][C:16]=2[N:17]=1. The catalyst class is: 22.